This data is from Experimental lipophilicity measurements (octanol/water distribution) for 4,200 compounds from AstraZeneca. The task is: Regression/Classification. Given a drug SMILES string, predict its absorption, distribution, metabolism, or excretion properties. Task type varies by dataset: regression for continuous measurements (e.g., permeability, clearance, half-life) or binary classification for categorical outcomes (e.g., BBB penetration, CYP inhibition). For this dataset (lipophilicity_astrazeneca), we predict Y. (1) The compound is CN(C)C(=O)[C@H](O)[C@H](Cc1ccccc1)NC(=O)c1cc2cc(Cl)ccc2[nH]1. The Y is 3.60 logD. (2) The compound is CCn1c(=O)c2c(=O)cc(O)oc2c2ccccc21. The Y is 1.13 logD.